This data is from Forward reaction prediction with 1.9M reactions from USPTO patents (1976-2016). The task is: Predict the product of the given reaction. (1) Given the reactants [CH2:1]([O:8][C:9]1[C:13]([O:14][CH2:15][C:16]2[CH:21]=[CH:20][CH:19]=[CH:18][CH:17]=2)=[C:12]([C:22](=[O:26])[N:23]([CH3:25])[CH3:24])[N:11]([C:27]2[CH:32]=[CH:31][C:30]([O:33][CH3:34])=[CH:29][CH:28]=2)[C:10]=1C([O-])=O)[C:2]1[CH:7]=[CH:6][CH:5]=[CH:4][CH:3]=1.C([NH+](CC)CC)C, predict the reaction product. The product is: [CH2:15]([O:14][C:13]1[C:9]([O:8][CH2:1][C:2]2[CH:7]=[CH:6][CH:5]=[CH:4][CH:3]=2)=[CH:10][N:11]([C:27]2[CH:32]=[CH:31][C:30]([O:33][CH3:34])=[CH:29][CH:28]=2)[C:12]=1[C:22]([N:23]([CH3:24])[CH3:25])=[O:26])[C:16]1[CH:21]=[CH:20][CH:19]=[CH:18][CH:17]=1. (2) Given the reactants I[C:2]1[N:6]2[CH:7]=[CH:8][CH:9]=[CH:10][C:5]2=[N:4][C:3]=1[C:11]([O:13][CH2:14][CH3:15])=[O:12].[F:16][C:17]1[N:22]=[CH:21][C:20](B(O)O)=[CH:19][CH:18]=1.C([O-])([O-])=O.[Na+].[Na+], predict the reaction product. The product is: [F:16][C:17]1[N:22]=[CH:21][C:20]([C:2]2[N:6]3[CH:7]=[CH:8][CH:9]=[CH:10][C:5]3=[N:4][C:3]=2[C:11]([O:13][CH2:14][CH3:15])=[O:12])=[CH:19][CH:18]=1.